This data is from Forward reaction prediction with 1.9M reactions from USPTO patents (1976-2016). The task is: Predict the product of the given reaction. (1) Given the reactants [Br:1][C:2]1[C:7]2=[CH:8][CH:9]=[C:10]3[C:19]([N:18]=[C:17]4[C:12]([CH:13]=[CH:14][CH:15]=[C:16]4[C:20]([OH:22])=O)=[N:11]3)=[C:6]2[CH:5]=[CH:4][CH:3]=1.[CH3:23][N:24]([CH3:28])[CH2:25][CH2:26][NH2:27], predict the reaction product. The product is: [CH3:23][N:24]([CH3:28])[CH2:25][CH2:26][NH:27][C:20]([C:16]1[C:17]2[C:12](=[N:11][C:10]3[C:19]([N:18]=2)=[C:6]2[CH:5]=[CH:4][CH:3]=[C:2]([Br:1])[C:7]2=[CH:8][CH:9]=3)[CH:13]=[CH:14][CH:15]=1)=[O:22]. (2) Given the reactants [Br:1][C:2]1[CH:3]=[C:4]([C:9](=O)[CH2:10][C:11]([C:13]2[CH:18]=[CH:17][CH:16]=[CH:15][CH:14]=2)=O)[CH:5]=[CH:6][C:7]=1[F:8].[NH2:20][C:21]([NH2:23])=[O:22].Cl.ClCCl.CO, predict the reaction product. The product is: [Br:1][C:2]1[CH:3]=[C:4]([C:9]2[CH:10]=[C:11]([C:13]3[CH:18]=[CH:17][CH:16]=[CH:15][CH:14]=3)[NH:23][C:21](=[O:22])[N:20]=2)[CH:5]=[CH:6][C:7]=1[F:8]. (3) Given the reactants [Cl:1][C:2]1[CH:9]=[CH:8][C:5]([CH:6]=O)=[CH:4][CH:3]=1.F[B-](F)(F)F.[CH:15]1([S+](C2C=CC=CC=2)C2C=CC=CC=2)[CH2:17][CH2:16]1.CC(C)([O-:34])C.[K+].F[B-](F)(F)F.[H+], predict the reaction product. The product is: [Cl:1][C:2]1[CH:9]=[CH:8][C:5]([CH:6]2[CH2:17][CH2:15][C:16]2=[O:34])=[CH:4][CH:3]=1. (4) Given the reactants [N:1]1([C:7]([C:9]2[C:10]([C:27]([F:30])([F:29])[F:28])=[N:11][C:12]([NH:15][C:16]34[CH2:25][CH:20]5[CH2:21][CH:22]([CH2:24][C:18](O)([CH2:19]5)[CH2:17]3)[CH2:23]4)=[N:13][CH:14]=2)=[O:8])[CH2:6][CH2:5]OC[CH2:2]1.C(N(S(F)(F)[F:37])CC)C.[C:40](=[O:43])([O-])O.[Na+], predict the reaction product. The product is: [F:37][C:18]12[CH2:19][CH:20]3[CH2:21][CH:22]([CH2:23][C:16]([NH:15][C:12]4[N:11]=[C:10]([C:27]([F:30])([F:29])[F:28])[C:9]([C:7]([N:1]5[CH2:2][CH2:40][O:43][CH2:5][CH2:6]5)=[O:8])=[CH:14][N:13]=4)([CH2:25]3)[CH2:17]1)[CH2:24]2. (5) Given the reactants [C:1]([O:5][C:6](=[O:44])[N:7]([CH2:33][C:34]1[CH:43]=[CH:42][C:37]2[O:38][CH2:39][CH2:40][O:41][C:36]=2[CH:35]=1)[CH:8]1[CH2:13][CH2:12][N:11]([CH2:14][CH2:15][N:16]2[C:25]3[C:20](=[C:21]([CH:28]([OH:31])[CH2:29][CH3:30])[CH:22]=[C:23]([O:26][CH3:27])[CH:24]=3)[CH:19]=[CH:18][C:17]2=[O:32])[CH2:10][CH2:9]1)([CH3:4])([CH3:3])[CH3:2].CC(OI1(OC(C)=O)(OC(C)=O)OC(=O)C2C=CC=CC1=2)=O.C(=O)([O-])O.[Na+], predict the reaction product. The product is: [C:1]([O:5][C:6](=[O:44])[N:7]([CH2:33][C:34]1[CH:43]=[CH:42][C:37]2[O:38][CH2:39][CH2:40][O:41][C:36]=2[CH:35]=1)[CH:8]1[CH2:13][CH2:12][N:11]([CH2:14][CH2:15][N:16]2[C:25]3[C:20](=[C:21]([C:28](=[O:31])[CH2:29][CH3:30])[CH:22]=[C:23]([O:26][CH3:27])[CH:24]=3)[CH:19]=[CH:18][C:17]2=[O:32])[CH2:10][CH2:9]1)([CH3:2])([CH3:3])[CH3:4]. (6) Given the reactants [CH2:1]([C:4]1[CH:10]=[CH:9][C:7]([NH2:8])=[CH:6][CH:5]=1)[CH2:2][CH3:3].[C:11]([C:13]1[CH:31]=[CH:30][C:16]([C:17]([NH:19][C:20]2[CH:21]=[CH:22][C:23]([CH3:29])=[C:24]([CH:28]=2)[C:25](Cl)=[O:26])=[O:18])=[CH:15][CH:14]=1)#[N:12].C(N(CC)CC)C, predict the reaction product. The product is: [CH2:1]([C:4]1[CH:10]=[CH:9][C:7]([NH:8][C:25](=[O:26])[C:24]2[CH:28]=[C:20]([NH:19][C:17](=[O:18])[C:16]3[CH:30]=[CH:31][C:13]([C:11]#[N:12])=[CH:14][CH:15]=3)[CH:21]=[CH:22][C:23]=2[CH3:29])=[CH:6][CH:5]=1)[CH2:2][CH3:3]. (7) Given the reactants [CH3:1][C:2]1[C:7]([CH3:8])=[CH:6][C:5]([CH3:9])=[CH:4][N+:3]=1[O-:10].S(=O)(=O)(O)O.[N+:16]([O-])([OH:18])=[O:17], predict the reaction product. The product is: [CH3:1][C:2]1[C:7]([CH3:8])=[C:6]([N+:16]([O-:18])=[O:17])[C:5]([CH3:9])=[CH:4][N+:3]=1[O-:10].